This data is from Full USPTO retrosynthesis dataset with 1.9M reactions from patents (1976-2016). The task is: Predict the reactants needed to synthesize the given product. (1) The reactants are: [CH:1]([O:4][C:5](=[O:21])[NH:6][C@@H:7]1[CH2:20][C:10]2[NH:11][C:12]3[CH:13]=[CH:14][C:15]([C:18]#[N:19])=[CH:16][C:17]=3[C:9]=2[CH2:8]1)([CH3:3])[CH3:2].CC1C=CC(S(O[CH2:33][C@@H:34]2[C@@H:38]([OH:39])[CH2:37][CH2:36][O:35]2)(=O)=O)=CC=1.C(=O)([O-])[O-].[Cs+].[Cs+]. Given the product [CH:1]([O:4][C:5](=[O:21])[NH:6][C@@H:7]1[CH2:20][C:10]2[N:11]([CH2:33][C@@H:34]3[C@@H:38]([OH:39])[CH2:37][CH2:36][O:35]3)[C:12]3[CH:13]=[CH:14][C:15]([C:18]#[N:19])=[CH:16][C:17]=3[C:9]=2[CH2:8]1)([CH3:3])[CH3:2], predict the reactants needed to synthesize it. (2) Given the product [F:35][C:32]1[CH:31]=[CH:30][C:29]([CH2:28][C@H:24]([NH:23][C:21]([C:19]2[NH:18][C:15]3=[CH:16][N:17]=[C:12]([Cl:11])[CH:13]=[C:14]3[CH:20]=2)=[O:22])[C:25](=[O:26])[N:6]2[CH2:7][CH2:8][CH:3]([C:2]([F:10])([F:9])[F:1])[CH2:4][CH2:5]2)=[CH:34][CH:33]=1, predict the reactants needed to synthesize it. The reactants are: [F:1][C:2]([F:10])([F:9])[CH:3]1[CH2:8][CH2:7][NH:6][CH2:5][CH2:4]1.[Cl:11][C:12]1[CH:13]=[C:14]2[CH:20]=[C:19]([C:21]([NH:23][C@@H:24]([CH2:28][C:29]3[CH:34]=[CH:33][C:32]([F:35])=[CH:31][CH:30]=3)[C:25](O)=[O:26])=[O:22])[NH:18][C:15]2=[CH:16][N:17]=1.CN(C(ON1N=NC2C=CC=NC1=2)=[N+](C)C)C.F[P-](F)(F)(F)(F)F.CCN(C(C)C)C(C)C. (3) Given the product [NH2:6][C@@H:5]([CH2:4][C:3]1[C:2]2[C:7](=[CH:36][CH:37]=[CH:38][CH:1]=2)[NH:58][CH:56]=1)[CH2:18][NH:17][C:16]1[O:15][N:14]=[C:13]([C:24]2[CH:25]=[C:26]3[C:31](=[CH:32][CH:33]=2)[CH:30]=[N:29][CH:28]=[CH:27]3)[C:12]=1[CH2:8][CH:9]([CH3:11])[CH3:10], predict the reactants needed to synthesize it. The reactants are: [CH3:1][CH:2]([CH3:7])[CH2:3][CH2:4][C:5]#[N:6].[CH2:8]([C:12]1[C:13]([C:24]2[CH:25]=[C:26]3[C:31](=[CH:32][CH:33]=2)[CH:30]=[N:29][CH:28]=[CH:27]3)=[N:14][O:15][C:16]=1[NH:17][C:18](=O)OCC=C)[CH:9]([CH3:11])[CH3:10].C1C2[C:38](=CC(C3C=C(NC(=O)OCC=C)ON=3)=CC=2)[CH:37]=[CH:36]N=1.[C:56](#[N:58])C. (4) Given the product [ClH:1].[Cl:1][C:2]1[CH:3]=[C:4]2[C:8](=[CH:9][CH:10]=1)[N:7](/[CH:11]=[C:12](/[C:15]1[CH:20]=[CH:19][C:18]([F:21])=[CH:17][CH:16]=1)\[CH3:13])[C:6]1[CH2:22][N:23]([CH3:26])[CH2:24][CH2:25][C:5]2=1, predict the reactants needed to synthesize it. The reactants are: [Cl:1][C:2]1[CH:3]=[C:4]2[C:8](=[CH:9][CH:10]=1)[N:7]([CH2:11][C:12]([C:15]1[CH:20]=[CH:19][C:18]([F:21])=[CH:17][CH:16]=1)(O)[CH3:13])[C:6]1[CH2:22][N:23]([CH3:26])[CH2:24][CH2:25][C:5]2=1.